Dataset: Forward reaction prediction with 1.9M reactions from USPTO patents (1976-2016). Task: Predict the product of the given reaction. (1) Given the reactants [NH:1]1[CH:5]=[C:4]([C:6]2[C:7]3[CH:14]=[CH:13][N:12]([CH2:15][O:16][CH2:17][CH2:18][Si:19]([CH3:22])([CH3:21])[CH3:20])[C:8]=3[N:9]=[CH:10][N:11]=2)[CH:3]=[N:2]1.C(#N)C.[CH2:26]([O:28][CH:29]([O:39][CH2:40][CH3:41])[C:30]1[S:34][CH:33]=[C:32](/[CH:35]=[CH:36]/[C:37]#[N:38])[CH:31]=1)[CH3:27].C1CCN2C(=NCCC2)CC1, predict the reaction product. The product is: [CH2:26]([O:28][CH:29]([O:39][CH2:40][CH3:41])[C:30]1[S:34][CH:33]=[C:32]([CH:35]([N:1]2[CH:5]=[C:4]([C:6]3[C:7]4[CH:14]=[CH:13][N:12]([CH2:15][O:16][CH2:17][CH2:18][Si:19]([CH3:22])([CH3:21])[CH3:20])[C:8]=4[N:9]=[CH:10][N:11]=3)[CH:3]=[N:2]2)[CH2:36][C:37]#[N:38])[CH:31]=1)[CH3:27]. (2) The product is: [NH2:2][C@H:3]([C:8]([OH:10])=[O:9])[CH2:4][CH2:5][CH2:6][NH2:7]. Given the reactants Cl.[NH2:2][C@H:3]([C:8]([OH:10])=[O:9])[CH2:4][CH2:5][CH2:6][NH2:7].C(=O)([O-])[O-].[Ca+2], predict the reaction product. (3) The product is: [C:1]([O:5][C:6](=[O:29])[NH:7][C:8]([CH3:27])([CH3:28])[CH2:9][C:10]1[C:18]2[C:13](=[C:14]([CH:31]=[CH:30][S:32]([CH3:35])(=[O:34])=[O:33])[CH:15]=[CH:16][CH:17]=2)[NH:12][CH:11]=1)([CH3:2])([CH3:4])[CH3:3]. Given the reactants [C:1]([O:5][C:6](=[O:29])[NH:7][C:8]([CH3:28])([CH3:27])[CH2:9][C:10]1[C:18]2[C:13](=[C:14](CS(C(F)(F)F)(=O)=O)[CH:15]=[CH:16][CH:17]=2)[NH:12][CH:11]=1)([CH3:4])([CH3:3])[CH3:2].[CH:30]([S:32]([CH3:35])(=[O:34])=[O:33])=[CH2:31], predict the reaction product. (4) Given the reactants [CH3:1][O:2][C:3]1[CH:8]=[CH:7][C:6]([Mg]Br)=[CH:5][CH:4]=1.[Cl:11][C:12]1[CH:13]=[C:14]2[C:18](=[CH:19][CH:20]=1)[NH:17][C:16](=[O:21])[C:15]2=[O:22], predict the reaction product. The product is: [Cl:11][C:12]1[CH:13]=[C:14]2[C:18](=[CH:19][CH:20]=1)[NH:17][C:16](=[O:21])[C:15]2([OH:22])[C:6]1[CH:7]=[CH:8][C:3]([O:2][CH3:1])=[CH:4][CH:5]=1.